From a dataset of Forward reaction prediction with 1.9M reactions from USPTO patents (1976-2016). Predict the product of the given reaction. (1) Given the reactants [CH3:1][O:2][C:3]1[CH:4]=[C:5]([C:11]2[C:16]([C:17]3[CH:22]=[CH:21][CH:20]=[CH:19][C:18]=3[F:23])=[N:15][NH:14][C:13](=O)[C:12]=2[C:25]2[C:30]([F:31])=[CH:29][C:28]([F:32])=[CH:27][C:26]=2[F:33])[CH:6]=[C:7]([O:9][CH3:10])[CH:8]=1.P(Cl)(Cl)([Cl:36])=O, predict the reaction product. The product is: [Cl:36][C:13]1[N:14]=[N:15][C:16]([C:17]2[CH:22]=[CH:21][CH:20]=[CH:19][C:18]=2[F:23])=[C:11]([C:5]2[CH:4]=[C:3]([O:2][CH3:1])[CH:8]=[C:7]([O:9][CH3:10])[CH:6]=2)[C:12]=1[C:25]1[C:30]([F:31])=[CH:29][C:28]([F:32])=[CH:27][C:26]=1[F:33]. (2) The product is: [C@H:19]([C@@H:14]1[NH:13][CH2:3][C@H:2]([C:6]2[CH:11]=[CH:10][CH:9]=[CH:8][CH:7]=2)[NH:1][C:15]1=[O:16])([CH2:20][CH3:21])[CH3:22]. Given the reactants [NH2:1][C@@H:2]([C:6]1[CH:11]=[CH:10][CH:9]=[CH:8][CH:7]=1)[C:3](O)=O.Cl.[NH2:13][C@@H:14]([C@H:19]([CH3:22])[CH2:20][CH3:21])[C:15](OC)=[O:16].C([C@@H]1NC[C@H](CC(C)C)NC1=O)C(C)C, predict the reaction product. (3) Given the reactants [NH2:1][C:2]([CH3:13])([C:9]([F:12])([F:11])[F:10])[CH2:3][C:4]([O:6]CC)=[O:5].NC(C)(C(F)(F)F)CC(OC)=O.[ClH:26].C(#N)C, predict the reaction product. The product is: [ClH:26].[NH2:1][C:2]([CH3:13])([C:9]([F:10])([F:11])[F:12])[CH2:3][C:4]([OH:6])=[O:5]. (4) Given the reactants [NH2:1][NH:2][C:3](=[NH:14])[C:4]1[C:9]([C:10]([F:13])([F:12])[F:11])=[CH:8][CH:7]=[N:6][CH:5]=1.[OH:15][C:16]1[CH:25]=[CH:24][C:23]2[C:18](=[CH:19][CH:20]=[CH:21][CH:22]=2)[C:17]=1[CH:26]=O, predict the reaction product. The product is: [F:13][C:10]([F:11])([F:12])[C:9]1[CH:8]=[CH:7][N:6]=[CH:5][C:4]=1[C:3]1[N:14]=[C:26]([C:17]2[C:18]3[C:23](=[CH:22][CH:21]=[CH:20][CH:19]=3)[CH:24]=[CH:25][C:16]=2[OH:15])[NH:1][N:2]=1. (5) Given the reactants C1([C:7](C2C=CC=CC=2)([O:13][Si](C)(C)C)[C@@H:8]2[CH2:12][CH2:11][CH2:10][NH:9]2)C=CC=CC=1.S(N[C:35](=[O:41])[O:36][C:37]([CH3:40])([CH3:39])[CH3:38])(C1C=CC(C)=CC=1)(=O)=O.C([O-])(=O)C.[Na+].C(=O)/C=C/CC, predict the reaction product. The product is: [CH2:11]([C@@H:12]1[C@@H:8]([CH:7]=[O:13])[N:9]1[C:35]([O:36][C:37]([CH3:40])([CH3:39])[CH3:38])=[O:41])[CH3:10]. (6) Given the reactants [CH3:1][C:2]1[S:3][C:4]2[C:13]3[N:12]=[C:11]([NH2:14])[N:10]=[CH:9][C:8]=3[CH2:7][CH2:6][C:5]=2[N:15]=1.[Li+].C[Si]([N-][Si](C)(C)C)(C)C.[CH2:26](Br)[C:27]1[CH:32]=[CH:31][CH:30]=[CH:29][CH:28]=1.[Cl-].[NH4+], predict the reaction product. The product is: [CH2:26]([NH:14][C:11]1[N:10]=[CH:9][C:8]2[CH2:7][CH2:6][C:5]3[N:15]=[C:2]([CH3:1])[S:3][C:4]=3[C:13]=2[N:12]=1)[C:27]1[CH:32]=[CH:31][CH:30]=[CH:29][CH:28]=1. (7) Given the reactants Cl[C:2]1[N:3]=[C:4]([N:13]2[CH2:18][CH2:17][O:16][CH2:15][CH2:14]2)[C:5]2[S:10][C:9]([CH:11]=O)=[CH:8][C:6]=2[N:7]=1.[CH3:19][S:20]([CH:23]1[CH2:27][CH2:26][NH:25][CH2:24]1)(=[O:22])=[O:21].[N:28]1[CH:33]=[CH:32][CH:31]=[C:30](B(O)O)[CH:29]=1, predict the reaction product. The product is: [CH3:19][S:20]([CH:23]1[CH2:27][CH2:26][N:25]([CH2:11][C:9]2[S:10][C:5]3[C:4]([N:13]4[CH2:18][CH2:17][O:16][CH2:15][CH2:14]4)=[N:3][C:2]([C:30]4[CH:29]=[N:28][CH:33]=[CH:32][CH:31]=4)=[N:7][C:6]=3[CH:8]=2)[CH2:24]1)(=[O:22])=[O:21]. (8) Given the reactants C([C:3]([C:10]1[CH:15]=[CH:14][C:13]([Cl:16])=[CH:12][CH:11]=1)([CH2:7][C:8]#[CH:9])[C:4]([OH:6])=[O:5])C.[OH-].[Na+].C(O)C.Cl, predict the reaction product. The product is: [Cl:16][C:13]1[CH:12]=[CH:11][C:10]([CH:3]([CH2:7][C:8]#[CH:9])[C:4]([OH:6])=[O:5])=[CH:15][CH:14]=1.